This data is from Full USPTO retrosynthesis dataset with 1.9M reactions from patents (1976-2016). The task is: Predict the reactants needed to synthesize the given product. Given the product [F:1][C:2]1[CH:7]=[CH:6][C:5]([C:8]2[C:12]3=[N:13][C:14]([C:17]#[N:18])=[CH:15][CH:16]=[C:11]3[NH:10][C:9]=2[C:24]2[CH:25]=[N:20][CH:21]=[N:22][CH:23]=2)=[CH:4][CH:3]=1, predict the reactants needed to synthesize it. The reactants are: [F:1][C:2]1[CH:7]=[CH:6][C:5]([C:8]2[C:12]3=[N:13][C:14]([C:17]#[N:18])=[CH:15][CH:16]=[C:11]3[NH:10][C:9]=2I)=[CH:4][CH:3]=1.[N:20]1[CH:25]=[C:24](B(O)O)[CH:23]=[N:22][CH:21]=1.C([O-])([O-])=O.[K+].[K+].C(Cl)Cl.